From a dataset of Peptide-MHC class II binding affinity with 134,281 pairs from IEDB. Regression. Given a peptide amino acid sequence and an MHC pseudo amino acid sequence, predict their binding affinity value. This is MHC class II binding data. (1) The MHC is DRB1_0901 with pseudo-sequence DRB1_0901. The peptide sequence is WFVRNPFFAVTALTI. The binding affinity (normalized) is 0.898. (2) The peptide sequence is GNLVMSPLFISTFTL. The MHC is DRB1_0301 with pseudo-sequence DRB1_0301. The binding affinity (normalized) is 0. (3) The binding affinity (normalized) is 0.379. The MHC is DRB1_0301 with pseudo-sequence DRB1_0301. The peptide sequence is VDKIDAAFKIAATAA. (4) The peptide sequence is LLKYRAREPVTKAEMLGSVVGNWQ. The MHC is DRB1_0401 with pseudo-sequence DRB1_0401. The binding affinity (normalized) is 0.405. (5) The peptide sequence is AAATPGTTVYGAFAA. The MHC is HLA-DPA10103-DPB10601 with pseudo-sequence HLA-DPA10103-DPB10601. The binding affinity (normalized) is 0.0754. (6) The peptide sequence is PFLLAQFTSAICSVV. The MHC is DRB1_0901 with pseudo-sequence DRB1_0901. The binding affinity (normalized) is 0.332.